This data is from Forward reaction prediction with 1.9M reactions from USPTO patents (1976-2016). The task is: Predict the product of the given reaction. (1) Given the reactants [CH3:1][N:2]1[CH2:7][CH2:6][N:5]([CH:8]2[CH2:13][CH2:12][C:11](=[O:14])[CH2:10][CH2:9]2)[CH2:4][C:3]1=[O:15].O1CCCC1, predict the reaction product. The product is: [OH:14][C@H:11]1[CH2:10][CH2:9][C@@H:8]([N:5]2[CH2:6][CH2:7][N:2]([CH3:1])[C:3](=[O:15])[CH2:4]2)[CH2:13][CH2:12]1. (2) Given the reactants [CH2:1]([C@H:8]([CH2:12][C:13]([O:15]C(C)(C)C)=[O:14])[C:9]([OH:11])=O)[C:2]1[CH:7]=[CH:6][CH:5]=[CH:4][CH:3]=1.[Cl:20][C:21]1[N:26]=[CH:25][C:24]([C:27]2[CH:32]=[CH:31][CH:30]=[CH:29][C:28]=2[C:33]2[N:34]=[C:35]([NH:38][CH3:39])[S:36][CH:37]=2)=[CH:23][CH:22]=1.ClC1N=CC(B(O)O)=CC=1, predict the reaction product. The product is: [CH2:1]([C@@H:8]([C:9]([N:38]([C:35]1[S:36][CH:37]=[C:33]([C:28]2[CH:29]=[CH:30][CH:31]=[CH:32][C:27]=2[C:24]2[CH:25]=[N:26][C:21]([Cl:20])=[CH:22][CH:23]=2)[N:34]=1)[CH3:39])=[O:11])[CH2:12][C:13]([OH:15])=[O:14])[C:2]1[CH:3]=[CH:4][CH:5]=[CH:6][CH:7]=1.[Cl:20][C:21]1[N:26]=[CH:25][C:24]([C:27]2[CH:32]=[CH:31][CH:30]=[CH:29][C:28]=2[C:33]2[N:34]=[C:35]([NH:38][CH3:39])[S:36][CH:37]=2)=[CH:23][CH:22]=1. (3) Given the reactants [F:1][C:2]1[CH:7]=[C:6]([F:8])[C:5]([F:9])=[CH:4][C:3]=1[C:10]1[CH:15]=[CH:14][C:13]([O:16][CH2:17][C:18]2[CH:19]=[C:20]([CH:30]=[CH:31][CH:32]=2)[C:21]([N:23]2[CH2:27][CH2:26][CH2:25][C@H:24]2[C:28]#[N:29])=[O:22])=[CH:12][CH:11]=1.[N-:33]=[N+:34]=[N-:35].[Na+].Cl.C([NH+](CC)CC)C, predict the reaction product. The product is: [NH:33]1[C:28]([C@@H:24]2[CH2:25][CH2:26][CH2:27][N:23]2[C:21]([C:20]2[CH:30]=[CH:31][CH:32]=[C:18]([CH2:17][O:16][C:13]3[CH:12]=[CH:11][C:10]([C:3]4[CH:4]=[C:5]([F:9])[C:6]([F:8])=[CH:7][C:2]=4[F:1])=[CH:15][CH:14]=3)[CH:19]=2)=[O:22])=[N:29][N:35]=[N:34]1. (4) Given the reactants [Br:1][C:2]1[C:3](Cl)=[N:4][CH:5]=[C:6]([CH:11]=1)[C:7]([O:9][CH3:10])=[O:8].[F:13][C:14]([F:23])([F:22])[C:15]1[CH:16]=[C:17]([OH:21])[CH:18]=[CH:19][CH:20]=1, predict the reaction product. The product is: [Br:1][C:2]1[C:3]([O:21][C:17]2[CH:18]=[CH:19][CH:20]=[C:15]([C:14]([F:13])([F:22])[F:23])[CH:16]=2)=[N:4][CH:5]=[C:6]([CH:11]=1)[C:7]([O:9][CH3:10])=[O:8]. (5) Given the reactants Br[C:2]1[C:7]([N:8]([CH2:16][CH2:17][CH2:18][CH:19]=C)[C:9](=[O:15])[O:10][C:11]([CH3:14])([CH3:13])[CH3:12])=[CH:6][CH:5]=[CH:4][N:3]=1.C1C=CC(P(C2C=CC=CC=2)C2C=CC=CC=2)=CC=1.CC([O-])=[O:42].[K+], predict the reaction product. The product is: [O:42]=[C:19]1[CH2:18][CH2:17][CH2:16][N:8]([C:9]([O:10][C:11]([CH3:12])([CH3:13])[CH3:14])=[O:15])[C:7]2[CH:6]=[CH:5][CH:4]=[N:3][C:2]1=2.